This data is from Forward reaction prediction with 1.9M reactions from USPTO patents (1976-2016). The task is: Predict the product of the given reaction. (1) Given the reactants C(OC(=O)[NH:7][CH2:8][CH2:9][C:10]#[C:11][C:12]1[CH:17]=[CH:16][C:15]([C:18](=[O:21])[NH:19][CH3:20])=[C:14]([NH:22][CH2:23][CH3:24])[N:13]=1)(C)(C)C.C(O)(C(F)(F)F)=O, predict the reaction product. The product is: [NH2:7][CH2:8][CH2:9][C:10]#[C:11][C:12]1[CH:17]=[CH:16][C:15]([C:18]([NH:19][CH3:20])=[O:21])=[C:14]([NH:22][CH2:23][CH3:24])[N:13]=1. (2) The product is: [F:1][C:2]1[C:3]([C:9]2[CH:14]=[C:13]([NH:15][C:16]3[CH:21]=[CH:20][N:19]=[C:18]4[CH:22]=[N:23][NH:24][C:17]=34)[CH:12]=[CH:11][N:10]=2)=[N:4][C:5]([CH3:8])=[CH:6][CH:7]=1. Given the reactants [F:1][C:2]1[C:3]([C:9]2[CH:14]=[C:13]([NH:15][C:16]3[CH:21]=[CH:20][N:19]=[C:18]4[CH:22]=[N:23][N:24](CC5C=CC(OC)=CC=5)[C:17]=34)[CH:12]=[CH:11][N:10]=2)=[N:4][C:5]([CH3:8])=[CH:6][CH:7]=1.FC1C(C2C=C(NC3C4C(=CN(CC5C=CC(OC)=CC=5)N=4)N=CC=3)C=CN=2)=NC(C)=CC=1.FC(F)(F)C(O)=O.C(=O)(O)[O-].[Na+], predict the reaction product. (3) Given the reactants C([O:4][CH:5]=[CH:6][C:7]1[CH:12]=[CH:11][CH:10]=[CH:9][CH:8]=1)(=O)C.[CH3:13][C:14]1([O:22][C:23]2[CH:30]=[CH:29][C:26]([CH:27]=[CH2:28])=[CH:25][CH:24]=2)[CH2:19][CH2:18][Si:17]([CH3:21])([CH3:20])[CH2:16][CH2:15]1, predict the reaction product. The product is: [CH3:13][C:14]1([O:22][C:23]2[CH:24]=[CH:25][C:26]([CH:27]=[CH2:28])=[CH:29][CH:30]=2)[CH2:19][CH2:18][Si:17]([CH3:20])([CH3:21])[CH2:16][CH2:15]1.[OH:4][CH:5]=[CH:6][C:7]1[CH:12]=[CH:11][CH:10]=[CH:9][CH:8]=1.